Dataset: Catalyst prediction with 721,799 reactions and 888 catalyst types from USPTO. Task: Predict which catalyst facilitates the given reaction. Reactant: [Cl:1][C:2]1[CH:3]=[CH:4][C:5]2[N:6]([CH:8]=[CH:9][N:10]=2)[N:7]=1.Br[C:12]1[CH:16]=[CH:15][S:14][CH:13]=1.C(=O)([O-])[O-].[K+].[K+].C1(P(C2C=CC=CC=2)C2C=CC=CC=2)C=CC=CC=1.C([O-])(=O)C.[K+]. Product: [Cl:1][C:2]1[CH:3]=[CH:4][C:5]2[N:6]([C:8]([C:12]3[CH:16]=[CH:15][S:14][CH:13]=3)=[CH:9][N:10]=2)[N:7]=1. The catalyst class is: 11.